The task is: Predict the reaction yield, written as a fraction of the theoretical maximum amount of product (1.0 means a 100% yield; for example, 0.34 means a 34% yield).. This data is from Reaction yield outcomes from USPTO patents with 853,638 reactions. (1) The reactants are [C:1]([O:5][C:6]([NH:8][C@H:9]([CH2:29][C:30]1[CH:35]=[C:34]([F:36])[C:33]([F:37])=[CH:32][C:31]=1[F:38])[CH2:10][C:11]([N:13]1[CH2:18][CH2:17][N:16]2[C:19]([C:25]([F:28])([F:27])[F:26])=[N:20][C:21]([C:22]([OH:24])=O)=[C:15]2[CH2:14]1)=[O:12])=[O:7])([CH3:4])([CH3:3])[CH3:2].[CH3:39][N:40]1[CH2:45][CH2:44][NH:43][CH2:42][CH2:41]1.O=C1N([ClH]P([ClH]N2CCOC2=O)=O)CCO1.C(N(CC)CC)C. The catalyst is ClCCl. The product is [C:1]([O:5][C:6](=[O:7])[NH:8][C@H:9]([CH2:29][C:30]1[CH:35]=[C:34]([F:36])[C:33]([F:37])=[CH:32][C:31]=1[F:38])[CH2:10][C:11]([N:13]1[CH2:18][CH2:17][N:16]2[C:19]([C:25]([F:28])([F:27])[F:26])=[N:20][C:21]([C:22]([N:43]3[CH2:44][CH2:45][N:40]([CH3:39])[CH2:41][CH2:42]3)=[O:24])=[C:15]2[CH2:14]1)=[O:12])([CH3:3])([CH3:2])[CH3:4]. The yield is 0.490. (2) The reactants are Br[CH2:2][CH:3]1[O:8][C:7]2[CH:9]=[C:10]([S:13]([CH3:16])(=[O:15])=[O:14])[CH:11]=[CH:12][C:6]=2[CH2:5][O:4]1.[NH:17]1[CH2:21][CH2:20][CH2:19][CH2:18]1. The catalyst is CCO. The product is [CH3:16][S:13]([C:10]1[CH:11]=[CH:12][C:6]2[CH2:5][O:4][CH:3]([CH2:2][N:17]3[CH2:21][CH2:20][CH2:19][CH2:18]3)[O:8][C:7]=2[CH:9]=1)(=[O:15])=[O:14]. The yield is 0.760.